This data is from Catalyst prediction with 721,799 reactions and 888 catalyst types from USPTO. The task is: Predict which catalyst facilitates the given reaction. Reactant: [OH:1][C@H:2]([C:23]1[CH:28]=[CH:27][CH:26]=[CH:25][CH:24]=1)[CH2:3][CH2:4][N:5]1[CH2:10][CH2:9][CH:8]([C:11]2[CH:12]=[C:13]([NH:17][C:18](=[O:22])[CH:19]([CH3:21])[CH3:20])[CH:14]=[CH:15][CH:16]=2)[CH2:7][CH2:6]1.[Cl:29][C:30]1[CH:31]=[C:32](O)[CH:33]=[CH:34][CH:35]=1.C1(P(C2C=CC=CC=2)C2C=CC=CC=2)C=CC=CC=1.N(C(OCC)=O)=NC(OCC)=O.N. Product: [Cl:29][C:30]1[CH:35]=[C:34]([CH:33]=[CH:32][CH:31]=1)[O:1][C@@H:2]([C:23]1[CH:24]=[CH:25][CH:26]=[CH:27][CH:28]=1)[CH2:3][CH2:4][N:5]1[CH2:10][CH2:9][CH:8]([C:11]2[CH:12]=[C:13]([NH:17][C:18](=[O:22])[CH:19]([CH3:21])[CH3:20])[CH:14]=[CH:15][CH:16]=2)[CH2:7][CH2:6]1. The catalyst class is: 22.